This data is from Full USPTO retrosynthesis dataset with 1.9M reactions from patents (1976-2016). The task is: Predict the reactants needed to synthesize the given product. Given the product [NH:8]1[CH2:9][CH2:10][CH:11]([O:14][C:15]2[S:16][C:17]3[CH:23]=[C:22]([C:24]4[CH2:25][CH2:26][N:27]([S:30]([CH2:33][CH2:34][CH3:35])(=[O:32])=[O:31])[CH2:28][CH:29]=4)[CH:21]=[CH:20][C:18]=3[N:19]=2)[CH2:12][CH2:13]1, predict the reactants needed to synthesize it. The reactants are: C([N:8]1[CH2:13][CH2:12][CH:11]([O:14][C:15]2[S:16][C:17]3[CH:23]=[C:22]([C:24]4[CH2:25][CH2:26][N:27]([S:30]([CH2:33][CH2:34][CH3:35])(=[O:32])=[O:31])[CH2:28][CH:29]=4)[CH:21]=[CH:20][C:18]=3[N:19]=2)[CH2:10][CH2:9]1)C1C=CC=CC=1.C(Cl)(=O)OC(Cl)C.